From a dataset of Experimentally validated miRNA-target interactions with 360,000+ pairs, plus equal number of negative samples. Binary Classification. Given a miRNA mature sequence and a target amino acid sequence, predict their likelihood of interaction. (1) The miRNA is hsa-miR-548aj-3p with sequence UAAAAACUGCAAUUACUUUUA. The protein sequence of the target gene is MSEDSSALPWSINRDDYELQEVIGSGATAVVQAAYCAPKKEKVAIKRINLEKCQTSMDELLKEIQAMSQCHHPNIVSYYTSFVVKDELWLVMKLLSGGSVLDIIKHIVAKGEHKSGVLDESTIATILREVLEGLEYLHKNGQIHRDVKAGNILLGEDGSVQIADFGVSAFLATGGDITRNKVRKTFVGTPCWMAPEVMEQVRGYDFKADIWSFGITAIELATGAAPYHKYPPMKVLMLTLQNDPPSLETGVQDKEMLKKYGKSFRKMISLCLQKDPEKRPTAAELLRHKFFQKAKNKEFL.... Result: 1 (interaction). (2) The miRNA is mmu-miR-10a-5p with sequence UACCCUGUAGAUCCGAAUUUGUG. The protein sequence of the target gene is MASHTADADAKPDSDSQKLLNVLPVSLRLRTRPWWFPIQEVSNPLVLYMEAWVAERVIGTDQAEISEIEWMCQALLTVDSVNSGNLAEITIFGQPSAQTRMKNILLNMAAWHKENELQRAVKVKEVEEFLKIRASSILSKLSKKGLKLAGFPLPLEGRETQMES. Result: 1 (interaction). (3) The miRNA is hsa-miR-142-3p with sequence UGUAGUGUUUCCUACUUUAUGGA. The protein sequence of the target gene is MANNSPALTGNSQPQHQAAAAAAQQQQQCGGGGATKPAVSGKQGNVLPLWGNEKTMNLNPMILTNILSSPYFKVQLYELKTYHEVVDEIYFKVTHVEPWEKGSRKTAGQTGMCGGVRGVGTGGIVSTAFCLLYKLFTLKLTRKQVMGLITHTDSPYIRALGFMYIRYTQPPTDLWDWFESFLDDEEDLDVKAGGGCVMTIGEMLRSFLTKLEWFSTLFPRIPVPVQKNIDQQIKTRPRKIKKDGKEGAEEIDRHVERRRSRSPRRSLSPRRSPRRSRSRSHHREGHGSSSFDRELEREKE.... Result: 1 (interaction). (4) The miRNA is mmu-miR-1952 with sequence UCUCCACCCUCCUUCUG. The protein sequence of the target gene is MDNAGKEREAVQLMAEAEKRVKASHSFLRGLFGGNTRIEEACEMYTRAANMFKMAKNWSAAGNAFCQAAKLHMQLQSKHDSATSFVDAGNAYKKADPQEAINCLNAAIDIYTDMGRFTIAAKHHITIAEIYETELVDIEKAIAHYEQSADYYKGEESNSSANKCLLKVAAYAAQLEQYQKAIEIYEQVGANTMDNPLLKYSAKDYFFKAALCHFIVDELNAKLALEKYEEMFPAFTDSRECKLLKKLLEAHEEQNSEAYTEAVKEFDSISRLDQWLTTMLLRIKKSIQGDGEGDGDLK. Result: 0 (no interaction).